Dataset: Forward reaction prediction with 1.9M reactions from USPTO patents (1976-2016). Task: Predict the product of the given reaction. (1) The product is: [CH2:1]([O:3][C:4]([C:6]1[N:7]([C:26]2[CH:31]=[CH:30][C:29]([O:32][CH:33]([CH3:35])[CH3:34])=[CH:28][CH:27]=2)[C:8]2[C:13]([C:14]=1/[CH:37]=[CH:36]/[C:38]1[CH:43]=[CH:42][N:41]=[CH:40][CH:39]=1)=[CH:12][C:11]([C:16]1[CH:21]=[CH:20][C:19]([C:22]([F:25])([F:24])[F:23])=[CH:18][N:17]=1)=[CH:10][CH:9]=2)=[O:5])[CH3:2]. Given the reactants [CH2:1]([O:3][C:4]([C:6]1[N:7]([C:26]2[CH:31]=[CH:30][C:29]([O:32][CH:33]([CH3:35])[CH3:34])=[CH:28][CH:27]=2)[C:8]2[C:13]([C:14]=1I)=[CH:12][C:11]([C:16]1[CH:21]=[CH:20][C:19]([C:22]([F:25])([F:24])[F:23])=[CH:18][N:17]=1)=[CH:10][CH:9]=2)=[O:5])[CH3:2].[CH:36]([C:38]1[CH:43]=[CH:42][N:41]=[CH:40][CH:39]=1)=[CH2:37], predict the reaction product. (2) Given the reactants [Cl:1][C:2]1[C:7]([CH:8]=O)=[CH:6][CH:5]=[CH:4][N:3]=1.Cl.[NH2:11][OH:12].[OH-].[Na+].Cl, predict the reaction product. The product is: [Cl:1][C:2]1[C:7]([CH:8]=[N:11][OH:12])=[CH:6][CH:5]=[CH:4][N:3]=1. (3) Given the reactants [NH:1]([N:41]=[N+:42]=[N-:43])[C@H:2]([C:10]([NH:12][C@H:13]([C:29]([NH:31][C@H:32]([C:37]([O:39]C)=O)[CH2:33][CH:34]([CH3:36])[CH3:35])=[O:30])[CH2:14][C:15]1[CH:20]=[CH:19][C:18]([NH:21][C:22]([O:24][C:25]([CH3:28])([CH3:27])[CH3:26])=[O:23])=[CH:17][CH:16]=1)=[O:11])[CH2:3][C:4]1[CH:9]=[CH:8][CH:7]=[CH:6][CH:5]=1.O.[NH2:45][NH2:46], predict the reaction product. The product is: [NH:1]([N:41]=[N+:42]=[N-:43])[C@H:2]([C:10]([NH:12][C@H:13]([C:29]([NH:31][C@H:32]([C:37]([NH:45][NH2:46])=[O:39])[CH2:33][CH:34]([CH3:36])[CH3:35])=[O:30])[CH2:14][C:15]1[CH:20]=[CH:19][C:18]([NH:21][C:22]([O:24][C:25]([CH3:28])([CH3:26])[CH3:27])=[O:23])=[CH:17][CH:16]=1)=[O:11])[CH2:3][C:4]1[CH:9]=[CH:8][CH:7]=[CH:6][CH:5]=1. (4) The product is: [C:1]([O:5][C:6](=[O:22])[C:7]([CH3:21])([CH3:20])[CH2:8][CH2:9][CH2:10][CH2:11][OH:12])([CH3:4])([CH3:2])[CH3:3]. Given the reactants [C:1]([O:5][C:6](=[O:22])[C:7]([CH3:21])([CH3:20])[CH2:8][CH2:9][CH2:10][CH2:11][O:12]CC1C=CC=CC=1)([CH3:4])([CH3:3])[CH3:2].[H][H], predict the reaction product. (5) Given the reactants C1(P(C2C=CC=CC=2)C2C3[O:20][C:19]4[C:14](=[CH:15][CH:16]=[CH:17][C:18]=4P(C4C=CC=CC=4)C4C=CC=CC=4)C(C)(C)C=3C=CC=2)C=CC=CC=1.[C:43](=[O:46])([O-])[O-:44].[Cs+].[Cs+].Cl[C:50]1[N:55]([CH2:56][C:57]2[CH:62]=[CH:61][C:60]([Cl:63])=[CH:59][CH:58]=2)[C:54](=[O:64])[N:53]([CH2:65][CH3:66])[C:52](=[O:67])[CH:51]=1.COC(C1C=C(C=CC=1)O[NH:76][C:77]1[CH:82]=[CH:81][CH:80]=[CH:79][CH:78]=1)=O.O1CCOC[CH2:87]1, predict the reaction product. The product is: [Cl:63][C:60]1[CH:61]=[CH:62][C:57]([CH2:56][N:55]2[C:50]([NH:76][C:77]3[CH:78]=[CH:79][C:80]([O:20][C:19]4[CH:14]=[CH:15][CH:16]=[C:17]([C:43]([O:44][CH3:87])=[O:46])[CH:18]=4)=[CH:81][CH:82]=3)=[CH:51][C:52](=[O:67])[N:53]([CH2:65][CH3:66])[C:54]2=[O:64])=[CH:58][CH:59]=1.